This data is from NCI-60 drug combinations with 297,098 pairs across 59 cell lines. The task is: Regression. Given two drug SMILES strings and cell line genomic features, predict the synergy score measuring deviation from expected non-interaction effect. (1) Drug 1: CC(C1=C(C=CC(=C1Cl)F)Cl)OC2=C(N=CC(=C2)C3=CN(N=C3)C4CCNCC4)N. Drug 2: C1=C(C(=O)NC(=O)N1)N(CCCl)CCCl. Cell line: UACC62. Synergy scores: CSS=28.3, Synergy_ZIP=-9.82, Synergy_Bliss=-2.15, Synergy_Loewe=-4.87, Synergy_HSA=-1.39. (2) Drug 1: C1=C(C(=O)NC(=O)N1)N(CCCl)CCCl. Drug 2: CCCCCOC(=O)NC1=NC(=O)N(C=C1F)C2C(C(C(O2)C)O)O. Cell line: RPMI-8226. Synergy scores: CSS=32.4, Synergy_ZIP=5.30, Synergy_Bliss=5.27, Synergy_Loewe=-14.5, Synergy_HSA=3.40.